From a dataset of Reaction yield outcomes from USPTO patents with 853,638 reactions. Predict the reaction yield, written as a fraction of the theoretical maximum amount of product (1.0 means a 100% yield; for example, 0.34 means a 34% yield). (1) The reactants are N(=[C:3]1[C:7]2=[C:8]3[C:13](=[CH:14][CH:15]=[C:6]2[NH:5][C:4]1=[O:16])[N:12]=[CH:11][CH:10]=[CH:9]3)N.[O-]CC.[Na+].C(O)(=O)C. The catalyst is O. The product is [CH2:3]1[C:7]2=[C:8]3[C:13](=[CH:14][CH:15]=[C:6]2[NH:5][C:4]1=[O:16])[N:12]=[CH:11][CH:10]=[CH:9]3. The yield is 0.330. (2) The reactants are Br[C:2]1[CH:7]=[CH:6][CH:5]=[C:4]([Br:8])[N:3]=1.[Li]CCCC.C[N:15]([CH:17]=O)[CH3:16].[BH4-].[Na+].C1C[O:24][CH2:23]C1. The catalyst is CCOC(C)=O.CC(C)=O.CCCCCC.CCOCC. The product is [Br:8][C:4]1[CH:5]=[CH:6][CH:7]=[C:2]([C:23]([CH2:17][NH:15][CH3:16])=[O:24])[N:3]=1. The yield is 0.130.